Dataset: Full USPTO retrosynthesis dataset with 1.9M reactions from patents (1976-2016). Task: Predict the reactants needed to synthesize the given product. Given the product [CH3:28][CH2:30][CH2:31][CH2:32][CH2:18][CH2:19][CH2:20][CH2:22][CH2:23][CH2:17][CH2:15][CH2:6][CH2:7][CH2:8][CH2:10][CH2:11][CH2:5][CH2:3][O:2][CH2:1][CH2:37][OH:41], predict the reactants needed to synthesize it. The reactants are: [CH3:1][O:2][C:3]([C:5]1[CH:11]=[CH:10][C:8](O)=[CH:7][CH:6]=1)=O.C(O[C:15]([C:17]1[CH:23]=[CH:22][C:20](O)=[CH:19][CH:18]=1)=O)C.C(O[C:28]([C:30]1C=CC(O)=[CH:32][CH:31]=1)=O)(C)C.[CH2:37]([O:41]C(C1C=CC(O)=CC=1)=O)C(C)C.C(OC(C1C=CC(O)=CC=1)=O)CCC.CC1NC=NC=1CSCC/N=C(/NC#N)\NC.C(O)C1C=CC=CC=1.